The task is: Predict the reaction yield, written as a fraction of the theoretical maximum amount of product (1.0 means a 100% yield; for example, 0.34 means a 34% yield).. This data is from Reaction yield outcomes from USPTO patents with 853,638 reactions. The reactants are [Cl:1][C:2]1[CH:3]=[C:4]([N:12]([CH2:25][CH3:26])[C@H:13]2[CH2:18][CH2:17][C@H:16]([N:19]([CH2:21][CH2:22][O:23][CH3:24])[CH3:20])[CH2:15][CH2:14]2)[C:5]([CH3:11])=[C:6]([CH:10]=1)[C:7]([OH:9])=O.CN(C(ON1N=NC2C=CC=CC1=2)=[N+](C)C)C.[B-](F)(F)(F)F.CCN(C(C)C)C(C)C.[CH2:58]([N:60]1[C:64]([CH3:65])=[C:63]([CH2:66][NH2:67])[C:62]([O:68][CH3:69])=[N:61]1)[CH3:59]. The catalyst is C(Cl)Cl.C(=O)(O)[O-].[Na+].CN(C=O)C. The product is [Cl:1][C:2]1[CH:3]=[C:4]([N:12]([CH2:25][CH3:26])[C@H:13]2[CH2:14][CH2:15][C@H:16]([N:19]([CH2:21][CH2:22][O:23][CH3:24])[CH3:20])[CH2:17][CH2:18]2)[C:5]([CH3:11])=[C:6]([CH:10]=1)[C:7]([NH:67][CH2:66][C:63]1[C:62]([O:68][CH3:69])=[N:61][N:60]([CH2:58][CH3:59])[C:64]=1[CH3:65])=[O:9]. The yield is 0.610.